This data is from Full USPTO retrosynthesis dataset with 1.9M reactions from patents (1976-2016). The task is: Predict the reactants needed to synthesize the given product. Given the product [O:45]1[CH2:49][CH2:48][CH2:47][CH:46]1[CH2:50][NH:51][C:22](=[O:23])[C:21]1[CH:25]=[CH:26][CH:18]=[CH:19][CH:20]=1, predict the reactants needed to synthesize it. The reactants are: C(N(C(C)C)CC)(C)C.C(N1C(O[C:18]2[CH:26]=[CH:25][C:21]([C:22](O)=[O:23])=[CH:20][CH:19]=2)=CC(C2C=CC=C(C(NS(CC(F)(F)F)(=O)=O)(C)C)C=2)=N1)C.[O:45]1[CH2:49][CH2:48][CH2:47][CH:46]1[CH2:50][NH2:51].